From a dataset of Forward reaction prediction with 1.9M reactions from USPTO patents (1976-2016). Predict the product of the given reaction. (1) Given the reactants Br[C:2]1[CH:3]=[C:4]([NH:10][C:11]2[CH:16]=[CH:15][C:14]([C:17]([N:19]3[CH2:24][CH2:23][O:22][CH2:21][CH2:20]3)=[O:18])=[CH:13][N:12]=2)[C:5](=[O:9])[N:6]([CH3:8])[CH:7]=1.[B:25]1([B:25]2[O:29][C:28]([CH3:31])([CH3:30])[C:27]([CH3:33])([CH3:32])[O:26]2)[O:29][C:28]([CH3:31])([CH3:30])[C:27]([CH3:33])([CH3:32])[O:26]1.C([O-])(=O)C.[K+], predict the reaction product. The product is: [CH3:8][N:6]1[CH:7]=[C:2]([B:25]2[O:29][C:28]([CH3:31])([CH3:30])[C:27]([CH3:33])([CH3:32])[O:26]2)[CH:3]=[C:4]([NH:10][C:11]2[CH:16]=[CH:15][C:14]([C:17]([N:19]3[CH2:24][CH2:23][O:22][CH2:21][CH2:20]3)=[O:18])=[CH:13][N:12]=2)[C:5]1=[O:9]. (2) Given the reactants Cl.[Cl:2][C:3]1[CH:8]=[CH:7][C:6]([C@@H:9]2[CH2:11][C@H:10]2N)=[CH:5][CH:4]=1.[N:13]12CCCN=C1CCCCC2.[CH:24]([S:27](Cl)(=[O:29])=[O:28])([CH3:26])[CH3:25], predict the reaction product. The product is: [Cl:2][C:3]1[CH:8]=[CH:7][C:6]([CH:9]2[CH2:11][CH:10]2[CH2:25][CH:24]([S:27]([NH2:13])(=[O:29])=[O:28])[CH3:26])=[CH:5][CH:4]=1. (3) Given the reactants [NH2:1][C:2]1[CH:16]=[CH:15][CH:14]=[C:13]([Cl:17])[C:3]=1[C:4]([NH:6][C:7]1[CH:12]=[CH:11][CH:10]=[CH:9][CH:8]=1)=[O:5].[C:18]([O:22][C:23]([NH:25][C@@H:26]([CH3:30])[C:27](O)=[O:28])=[O:24])([CH3:21])([CH3:20])[CH3:19].CCN(C(C)C)C(C)C.CN(C(ON1N=NC2C=CC=NC1=2)=[N+](C)C)C.F[P-](F)(F)(F)(F)F, predict the reaction product. The product is: [Cl:17][C:13]1[C:3]([C:4](=[O:5])[NH:6][C:7]2[CH:12]=[CH:11][CH:10]=[CH:9][CH:8]=2)=[C:2]([NH:1][C:27](=[O:28])[C@@H:26]([NH:25][C:23](=[O:24])[O:22][C:18]([CH3:20])([CH3:19])[CH3:21])[CH3:30])[CH:16]=[CH:15][CH:14]=1. (4) Given the reactants C[Mg]Br.[C:4]([C:7]1[CH:8]=[CH:9][C:10]([O:22][CH2:23][C:24]2[CH:29]=[CH:28][CH:27]=[CH:26][CH:25]=2)=[C:11]([CH:21]=1)[C:12]([NH:14][C:15]1[CH:16]=[N:17][CH:18]=[CH:19][CH:20]=1)=[O:13])(=[O:6])[CH3:5].OS(O)(=O)=O.[C:35]([O-])(O)=O.[Na+], predict the reaction product. The product is: [OH:6][C:4]([C:7]1[CH:8]=[CH:9][C:10]([O:22][CH2:23][C:24]2[CH:29]=[CH:28][CH:27]=[CH:26][CH:25]=2)=[C:11]([CH:21]=1)[C:12]([NH:14][C:15]1[CH:16]=[N:17][CH:18]=[CH:19][CH:20]=1)=[O:13])([CH3:35])[CH3:5]. (5) Given the reactants [C:1]([NH:4][CH2:5][C@H:6]1[C@H:12]([C:13]2[CH:18]=[CH:17][C:16]([Cl:19])=[C:15]([Cl:20])[CH:14]=2)[O:11][CH2:10][CH2:9][N:8]([C:21]([O:23][C:24]([CH3:27])([CH3:26])[CH3:25])=[O:22])[CH2:7]1)(=[O:3])[CH3:2].[H-].[Na+].[CH3:30]I, predict the reaction product. The product is: [C:1]([N:4]([CH2:5][C@H:6]1[C@H:12]([C:13]2[CH:18]=[CH:17][C:16]([Cl:19])=[C:15]([Cl:20])[CH:14]=2)[O:11][CH2:10][CH2:9][N:8]([C:21]([O:23][C:24]([CH3:27])([CH3:26])[CH3:25])=[O:22])[CH2:7]1)[CH3:30])(=[O:3])[CH3:2]. (6) Given the reactants [Cl:1][C:2]1[C:7]([CH2:8][N:9]([CH2:20][C:21]2[CH:22]=[C:23]([CH:35]=[CH:36][CH:37]=2)[CH2:24][N:25]2[CH:29]([C:30](O)=[O:31])[CH2:28][CH2:27][S:26]2(=[O:34])=[O:33])[C@H:10]([CH2:16][N:17]([CH3:19])[CH3:18])[CH2:11][C:12]([CH3:15])([CH3:14])[CH3:13])=[C:6]([F:38])[C:5]([O:39][CH3:40])=[CH:4][CH:3]=1.[Cl:41][C:42]1[CH:47]=[CH:46][C:45]([C:48]2([OH:54])[CH2:53][CH2:52][NH:51][CH2:50][CH2:49]2)=[CH:44][CH:43]=1, predict the reaction product. The product is: [Cl:1][C:2]1[C:7]([CH2:8][N:9]([CH2:20][C:21]2[CH:22]=[C:23]([CH:35]=[CH:36][CH:37]=2)[CH2:24][N:25]2[CH:29]([C:30]([N:51]3[CH2:50][CH2:49][C:48]([C:45]4[CH:46]=[CH:47][C:42]([Cl:41])=[CH:43][CH:44]=4)([OH:54])[CH2:53][CH2:52]3)=[O:31])[CH2:28][CH2:27][S:26]2(=[O:34])=[O:33])[C@H:10]([CH2:16][N:17]([CH3:18])[CH3:19])[CH2:11][C:12]([CH3:15])([CH3:14])[CH3:13])=[C:6]([F:38])[C:5]([O:39][CH3:40])=[CH:4][CH:3]=1. (7) Given the reactants [CH2:1]1[NH:6][CH2:5][CH2:4][N:3]2[CH2:7][C@@H:8]([OH:10])[CH2:9][C@H:2]12.C(N(CC)CC)C.[F:18][C:19]([F:31])([F:30])[C:20]1[CH:21]=[C:22]([S:26](Cl)(=[O:28])=[O:27])[CH:23]=[CH:24][CH:25]=1, predict the reaction product. The product is: [F:31][C:19]([F:18])([F:30])[C:20]1[CH:21]=[C:22]([S:26]([N:6]2[CH2:5][CH2:4][N:3]3[CH2:7][C@@H:8]([OH:10])[CH2:9][C@@H:2]3[CH2:1]2)(=[O:27])=[O:28])[CH:23]=[CH:24][CH:25]=1. (8) Given the reactants [CH3:1][C:2]1[CH:7]=[CH:6][C:5]([S:8]([O:11][CH2:12][C@@H:13]2[O:18][C:17]3[C:19]([CH:26]=O)=[C:20]([N+:23]([O-:25])=[O:24])[CH:21]=[CH:22][C:16]=3[O:15][CH2:14]2)(=[O:10])=[O:9])=[CH:4][CH:3]=1.[N+:28]([CH2:31][CH2:32][CH3:33])([O-:30])=[O:29].C([O-])(=O)C.[NH4+], predict the reaction product. The product is: [N+:23]([C:20]1[CH:21]=[CH:22][C:16]2[O:15][CH2:14][CH:13]([CH2:12][O:11][S:8]([C:5]3[CH:4]=[CH:3][C:2]([CH3:1])=[CH:7][CH:6]=3)(=[O:9])=[O:10])[O:18][C:17]=2[C:19]=1[CH:26]=[C:31]([N+:28]([O-:30])=[O:29])[CH2:32][CH3:33])([O-:25])=[O:24]. (9) Given the reactants CCN(C(C)C)C(C)C.[F:10][CH2:11][CH2:12][N:13]1[CH:18]=[C:17]([C:19]2[CH:24]=[CH:23][C:22]([F:25])=[CH:21][CH:20]=2)[C:16](=[O:26])[C:15]([C:27]([OH:29])=O)=[CH:14]1.CCOC(C(C#N)=NOC(N1CCOCC1)=[N+](C)C)=O.F[P-](F)(F)(F)(F)F.[NH2:57][C:58]1[CH:63]=[CH:62][C:61]([C:64]2[C:65]([NH2:71])=[N:66][CH:67]=[C:68]([Br:70])[CH:69]=2)=[CH:60][CH:59]=1, predict the reaction product. The product is: [NH2:71][C:65]1[C:64]([C:61]2[CH:60]=[CH:59][C:58]([NH:57][C:27]([C:15]3[C:16](=[O:26])[C:17]([C:19]4[CH:20]=[CH:21][C:22]([F:25])=[CH:23][CH:24]=4)=[CH:18][N:13]([CH2:12][CH2:11][F:10])[CH:14]=3)=[O:29])=[CH:63][CH:62]=2)=[CH:69][C:68]([Br:70])=[CH:67][N:66]=1.